This data is from Catalyst prediction with 721,799 reactions and 888 catalyst types from USPTO. The task is: Predict which catalyst facilitates the given reaction. (1) Reactant: [CH3:1][O:2][C:3]1[CH:4]=[C:5]([OH:9])[CH:6]=[CH:7][CH:8]=1.Cl[C:11]1[CH:12]=[CH:13][C:14]([N+:26]([O-:28])=[O:27])=[C:15]([CH2:17][NH:18][C:19](=[O:25])[O:20][C:21]([CH3:24])([CH3:23])[CH3:22])[CH:16]=1.[H-].[Na+]. Product: [C:21]([O:20][C:19](=[O:25])[NH:18][CH2:17][C:15]1[CH:16]=[C:11]([O:9][C:5]2[CH:6]=[CH:7][CH:8]=[C:3]([O:2][CH3:1])[CH:4]=2)[CH:12]=[CH:13][C:14]=1[N+:26]([O-:28])=[O:27])([CH3:24])([CH3:23])[CH3:22]. The catalyst class is: 9. (2) Reactant: Cl[C:2]1[N:9]=[CH:8][CH:7]=[CH:6][C:3]=1[C:4]#[N:5].C(=O)([O-])[O-].[Cs+].[Cs+].[CH3:16][NH:17][S:18]([CH3:21])(=[O:20])=[O:19]. Product: [C:4]([C:3]1[C:2]([N:17]([CH3:16])[S:18]([CH3:21])(=[O:20])=[O:19])=[N:9][CH:8]=[CH:7][CH:6]=1)#[N:5]. The catalyst class is: 10. (3) The catalyst class is: 8. Reactant: [Cl:1][C:2]1[CH:7]=[CH:6][CH:5]=[CH:4][C:3]=1[C:8]([N:10]=[C:11]=[S:12])=[O:9].[Cl:13][C:14]1[CH:20]=[C:19]([O:21][C:22]2[C:31]3[C:26](=[CH:27][C:28]([O:34][CH3:35])=[C:29]([O:32][CH3:33])[CH:30]=3)[N:25]=[CH:24][CH:23]=2)[CH:18]=[CH:17][C:15]=1[NH2:16].C1(C)C=CC=CC=1. Product: [Cl:1][C:2]1[CH:7]=[CH:6][CH:5]=[CH:4][C:3]=1[C:8]([NH:10][C:11]([NH:16][C:15]1[CH:17]=[CH:18][C:19]([O:21][C:22]2[C:31]3[C:26](=[CH:27][C:28]([O:34][CH3:35])=[C:29]([O:32][CH3:33])[CH:30]=3)[N:25]=[CH:24][CH:23]=2)=[CH:20][C:14]=1[Cl:13])=[S:12])=[O:9]. (4) Reactant: Br[C:2]1[CH:3]=[C:4]2[C:9](=[CH:10][CH:11]=1)[CH:8]=[C:7]([C:12]([NH:14][CH3:15])=[O:13])[CH:6]=[CH:5]2.C([Li])CCC.[C:21]([N:40]1[CH:44]=[C:43]([CH:45]=[O:46])[N:42]=[CH:41]1)([C:34]1[CH:39]=[CH:38][CH:37]=[CH:36][CH:35]=1)([C:28]1[CH:33]=[CH:32][CH:31]=[CH:30][CH:29]=1)[C:22]1[CH:27]=[CH:26][CH:25]=[CH:24][CH:23]=1.[Cl-].[NH4+]. Product: [OH:46][CH:45]([C:43]1[N:42]=[CH:41][N:40]([C:21]([C:22]2[CH:27]=[CH:26][CH:25]=[CH:24][CH:23]=2)([C:28]2[CH:29]=[CH:30][CH:31]=[CH:32][CH:33]=2)[C:34]2[CH:39]=[CH:38][CH:37]=[CH:36][CH:35]=2)[CH:44]=1)[C:2]1[CH:3]=[C:4]2[C:9](=[CH:10][CH:11]=1)[CH:8]=[C:7]([C:12]([NH:14][CH3:15])=[O:13])[CH:6]=[CH:5]2. The catalyst class is: 323. (5) Reactant: [Cl:1][C:2]1[CH:35]=[CH:34][C:5]([C:6]([C@@:8]2([OH:33])[C@@H:12]([CH2:13][O:14][C:15](=[O:23])[C:16]3[CH:21]=[CH:20][C:19]([Cl:22])=[CH:18][CH:17]=3)[O:11][C@@H:10](N3C=C(C)C(=O)NC3=O)[CH2:9]2)=O)=[CH:4][CH:3]=1.[C@@H:36]1([N:45]2C=CC(=O)NC2=O)[O:44][C@H](CO)[C@@H](O)[C@H]1O.C[N:54]1CCCCC1.[C:60]1([CH3:70])[CH:65]=CC(S(Cl)(=O)=O)=C[CH:61]=1.[OH2:71].[NH3:72]. Product: [Cl:1][C:2]1[CH:35]=[CH:34][C:5]([C:6]([C@@:8]2([OH:33])[C@@H:12]([CH2:13][O:14][C:15](=[O:23])[C:16]3[CH:17]=[CH:18][C:19]([Cl:22])=[CH:20][CH:21]=3)[O:11][C@@H:10]([N:72]3[CH:65]=[C:60]([CH3:70])[C:61]([NH2:54])=[N:45][C:36]3=[O:44])[CH2:9]2)=[O:71])=[CH:4][CH:3]=1. The catalyst class is: 556. (6) Reactant: C([N:8]1[CH2:13][CH2:12][CH:11]([NH:14][C:15]([C:17]2[N:29]([CH3:30])[C:28]3[C:27]4[CH:26]=[CH:25][CH:24]=[CH:23][C:22]=4[N:21]([CH2:31][C:32](=[O:39])[C:33]4[CH:38]=[CH:37][CH:36]=[CH:35][CH:34]=4)[C:20](=[O:40])[C:19]=3[C:18]=2[O:41][CH3:42])=[O:16])[CH:10]([CH3:43])[CH2:9]1)C1C=CC=CC=1.ClC(OC(Cl)C)=O.C(N(C(C)C)CC)(C)C. Product: [CH3:42][O:41][C:18]1[C:19]2[C:20](=[O:40])[N:21]([CH2:31][C:32](=[O:39])[C:33]3[CH:38]=[CH:37][CH:36]=[CH:35][CH:34]=3)[C:22]3[CH:23]=[CH:24][CH:25]=[CH:26][C:27]=3[C:28]=2[N:29]([CH3:30])[C:17]=1[C:15]([NH:14][CH:11]1[CH2:12][CH2:13][NH:8][CH2:9][CH:10]1[CH3:43])=[O:16]. The catalyst class is: 1. (7) Reactant: Br[C:2]1[N:6]2[C:7]3[N:15]=[C:14]([O:16][CH3:17])[CH:13]=[CH:12][C:8]=3[N:9]=[C:10]([CH3:11])[C:5]2=[C:4]([CH3:18])[N:3]=1.C(O)C.[F:22][C:23]1[CH:24]=[C:25](B(O)O)[CH:26]=[CH:27][CH:28]=1.C(=O)([O-])[O-].[K+].[K+]. Product: [F:22][C:23]1[CH:28]=[C:27]([C:2]2[N:6]3[C:7]4[N:15]=[C:14]([O:16][CH3:17])[CH:13]=[CH:12][C:8]=4[N:9]=[C:10]([CH3:11])[C:5]3=[C:4]([CH3:18])[N:3]=2)[CH:26]=[CH:25][CH:24]=1. The catalyst class is: 206.